The task is: Predict which catalyst facilitates the given reaction.. This data is from Catalyst prediction with 721,799 reactions and 888 catalyst types from USPTO. (1) Reactant: [C:1]([C:4]1[CH:5]=[C:6]2[C:10](=[CH:11][CH:12]=1)[NH:9][C:8]([C:13]([O:15]CC)=[O:14])=[CH:7]2)(=[O:3])[NH2:2].C([O-])([O-])=O.[Cs+].[Cs+].Cl.O. Product: [C:1]([C:4]1[CH:5]=[C:6]2[C:10](=[CH:11][CH:12]=1)[NH:9][C:8]([C:13]([OH:15])=[O:14])=[CH:7]2)(=[O:3])[NH2:2]. The catalyst class is: 14. (2) Reactant: C[O:2][C:3](=[O:33])[CH2:4][N:5]1[C:13]2[C:8](=[CH:9][C:10]([F:14])=[CH:11][CH:12]=2)[C:7]([CH2:15][C:16]2[C:17]([S:22](=[O:31])(=[O:30])[NH:23][C:24]3[CH:29]=[CH:28][CH:27]=[CH:26][CH:25]=3)=[N:18][CH:19]=[CH:20][CH:21]=2)=[C:6]1[CH3:32].[OH-].[Na+]. Product: [F:14][C:10]1[CH:9]=[C:8]2[C:13](=[CH:12][CH:11]=1)[N:5]([CH2:4][C:3]([OH:33])=[O:2])[C:6]([CH3:32])=[C:7]2[CH2:15][C:16]1[C:17]([S:22](=[O:31])(=[O:30])[NH:23][C:24]2[CH:25]=[CH:26][CH:27]=[CH:28][CH:29]=2)=[N:18][CH:19]=[CH:20][CH:21]=1. The catalyst class is: 5.